Task: Predict which catalyst facilitates the given reaction.. Dataset: Catalyst prediction with 721,799 reactions and 888 catalyst types from USPTO (1) Reactant: [F:1][C:2]([CH3:7])([CH3:6])[C:3](O)=[O:4].[NH2:8][C:9]1[C:10]([Cl:18])=[C:11]([CH:14]=[CH:15][C:16]=1[Cl:17])[CH2:12][NH2:13].CN(C(ON1N=NC2C=CC=CC1=2)=[N+](C)C)C.[B-](F)(F)(F)F. Product: [NH2:8][C:9]1[C:10]([Cl:18])=[C:11]([CH:14]=[CH:15][C:16]=1[Cl:17])[CH2:12][NH:13][C:3](=[O:4])[C:2]([CH3:7])([F:1])[CH3:6]. The catalyst class is: 1. (2) Reactant: [CH2:1]([C:3]([CH3:5])=[O:4])[CH3:2].[C:6]([O:11]C)(=[O:10])[C:7]([CH3:9])=[CH2:8].[C:13]([OH:17])(=[O:16])[CH:14]=[CH2:15].N([C:20]([CH3:26])([CH3:25])[C:21]([O:23][CH3:24])=[O:22])=N[C:20]([CH3:26])([CH3:25])[C:21]([O:23][CH3:24])=[O:22]. Product: [CH2:9]([C:7](=[CH2:8])[C:6]([O:11][O:4][C:3]1[CH:5]=[CH:14][CH:13]=[CH:2][CH:1]=1)=[O:10])[CH3:20].[C:21]([O:23][CH3:24])(=[O:22])[C:20]([CH3:26])=[CH2:25].[C:13]([OH:17])(=[O:16])[CH:14]=[CH2:15]. The catalyst class is: 32. (3) Reactant: [CH3:1][C:2]1[C:7]([C:8]2[CH:13]=[CH:12][C:11]([C:14]([O:16]C)=[O:15])=[CH:10][CH:9]=2)=[CH:6][C:5]([C:18]([NH:20][CH2:21][CH2:22][CH3:23])=[O:19])=[CH:4][CH:3]=1.[OH-].[Na+]. Product: [CH3:1][C:2]1[C:7]([C:8]2[CH:9]=[CH:10][C:11]([C:14]([OH:16])=[O:15])=[CH:12][CH:13]=2)=[CH:6][C:5]([C:18]([NH:20][CH2:21][CH2:22][CH3:23])=[O:19])=[CH:4][CH:3]=1. The catalyst class is: 5.